From a dataset of Forward reaction prediction with 1.9M reactions from USPTO patents (1976-2016). Predict the product of the given reaction. Given the reactants C1C=CC(P(C2C(C3C(P(C4C=CC=CC=4)C4C=CC=CC=4)=CC=C4C=3C=CC=C4)=C3C(C=CC=C3)=CC=2)C2C=CC=CC=2)=CC=1.Cl[C:48]1[CH:53]=[C:52]([CH3:54])[N:51]=[C:50]([CH3:55])[C:49]=1[N+:56]([O-])=O.ClC1C=C[N:63]=CC=1[N+]([O-])=O.[NH2:69][C:70]1[CH:75]=[CH:74][CH:73]=[CH:72][CH:71]=1.NC1C=CC=CN=1.[H-].[Na+].C([O-])([O-])=O.[K+].[K+], predict the reaction product. The product is: [CH3:55][C:50]1[C:49]2[N:56]=[N:63][N:69]([C:70]3[CH:75]=[CH:74][CH:73]=[CH:72][CH:71]=3)[C:48]=2[CH:53]=[C:52]([CH3:54])[N:51]=1.